The task is: Regression/Classification. Given a drug SMILES string, predict its toxicity properties. Task type varies by dataset: regression for continuous values (e.g., LD50, hERG inhibition percentage) or binary classification for toxic/non-toxic outcomes (e.g., AMES mutagenicity, cardiotoxicity, hepatotoxicity). Dataset: herg_karim.. This data is from hERG potassium channel inhibition data for cardiac toxicity prediction from Karim et al.. (1) The compound is O[C@H](COc1ccc(F)cc1)CN1CCN(Cc2ccc(Cl)c(Cl)c2)CC1. The result is 1 (blocker). (2) The drug is Cc1ccc2c(N3CCN(CCc4cccc5c4OCc4c(C(=O)N6CCOCC6)ccn4-5)CC3)cccc2n1. The result is 1 (blocker). (3) The compound is O=C(NC1CCN(Cc2ccc3c(c2)OCO3)CC1)C1=CC(=O)c2ccc(O)cc2C1. The result is 0 (non-blocker). (4) The compound is NC(=O)c1ncc(N[C@@H]2CCCC[C@@H]2N)nc1Nc1cccc2cc[nH]c12. The result is 1 (blocker). (5) The drug is N#Cc1ccc2[nH]c([C@H]3CC[C@]4(CC3)CN(c3ccccc3)C(=O)O4)nc2c1. The result is 0 (non-blocker).